Predict the reactants needed to synthesize the given product. From a dataset of Full USPTO retrosynthesis dataset with 1.9M reactions from patents (1976-2016). (1) Given the product [CH2:44]([NH:43][C:42]([C:33]1[NH:32][C:31]([C:19]2[C:18]3[C:22](=[CH:23][CH:24]=[C:16]([C:13]4[CH:12]=[N:11][CH:10]=[C:9]([CH2:8][NH:7][CH2:47][CH3:48])[C:14]=4[CH3:15])[CH:17]=3)[NH:21][N:20]=2)=[N:35][C:34]=1[C:36]1[CH:37]=[CH:38][CH:39]=[CH:40][CH:41]=1)=[O:46])[CH3:45], predict the reactants needed to synthesize it. The reactants are: C(OC(=O)[N:7]([CH2:47][CH3:48])[CH2:8][C:9]1[CH:10]=[N:11][CH:12]=[C:13]([C:16]2[CH:17]=[C:18]3[C:22](=[CH:23][CH:24]=2)[N:21](C2CCCCO2)[N:20]=[C:19]3[C:31]2[NH:32][C:33]([C:42](=[O:46])[NH:43][CH2:44][CH3:45])=[C:34]([C:36]3[CH:41]=[CH:40][CH:39]=[CH:38][CH:37]=3)[N:35]=2)[C:14]=1[CH3:15])(C)(C)C.C(O)(C(F)(F)F)=O.C([SiH](CC)CC)C. (2) Given the product [Cl:19][C:20]1[CH:28]=[CH:27][CH:26]=[C:25]2[C:21]=1[CH2:22][CH2:23][N:24]2[C:15](=[O:17])[CH2:14][C:9]1[NH:10][C:11](=[O:13])[CH:12]=[C:7]([N:1]2[CH2:2][CH2:3][O:4][CH2:5][CH2:6]2)[N:8]=1, predict the reactants needed to synthesize it. The reactants are: [N:1]1([C:7]2[N:8]=[C:9]([CH2:14][C:15]([O-:17])=O)[NH:10][C:11](=[O:13])[CH:12]=2)[CH2:6][CH2:5][O:4][CH2:3][CH2:2]1.[Na+].[Cl:19][C:20]1[CH:28]=[CH:27][CH:26]=[C:25]2[C:21]=1[CH2:22][CH2:23][NH:24]2.Cl.CN(C)CCCN=C=NCC.